Dataset: Reaction yield outcomes from USPTO patents with 853,638 reactions. Task: Predict the reaction yield, written as a fraction of the theoretical maximum amount of product (1.0 means a 100% yield; for example, 0.34 means a 34% yield). (1) The reactants are [Br:1]N1C(=O)CCC1=O.[CH:9]1[C:14]2[NH:15][C:16]3[C:21]([C:13]=2[CH:12]=[C:11]([C:22]([O:24][CH2:25][CH3:26])=[O:23])[N:10]=1)=[CH:20][CH:19]=[CH:18][CH:17]=3. The catalyst is C(O)(=O)C. The product is [Br:1][C:19]1[CH:20]=[C:21]2[C:16](=[CH:17][CH:18]=1)[NH:15][C:14]1[CH:9]=[N:10][C:11]([C:22]([O:24][CH2:25][CH3:26])=[O:23])=[CH:12][C:13]2=1. The yield is 0.980. (2) The reactants are [F:1][C:2]([F:11])([F:10])[C:3]1[O:7][C:6]([CH:8]=[O:9])=[CH:5][CH:4]=1.[CH3:12][Mg+].[Br-].[NH4+].[Cl-]. The catalyst is C1COCC1. The product is [F:11][C:2]([F:10])([F:1])[C:3]1[O:7][C:6]([CH:8]([OH:9])[CH3:12])=[CH:5][CH:4]=1. The yield is 0.970. (3) The reactants are [CH2:1]([O:3][C:4](=[O:17])[CH2:5][NH:6][CH2:7][CH2:8][CH2:9][N:10]1[CH2:15][CH2:14][N:13]([CH3:16])[CH2:12][CH2:11]1)[CH3:2].C(N(CC)CC)C.Br.[Br:26][C:27]1[CH:28]=[C:29]([CH2:34]Br)[C:30]([NH2:33])=[N:31][CH:32]=1. The catalyst is CN(C=O)C.O. The product is [CH2:1]([O:3][C:4](=[O:17])[CH2:5][N:6]([CH2:34][C:29]1[C:30]([NH2:33])=[N:31][CH:32]=[C:27]([Br:26])[CH:28]=1)[CH2:7][CH2:8][CH2:9][N:10]1[CH2:15][CH2:14][N:13]([CH3:16])[CH2:12][CH2:11]1)[CH3:2]. The yield is 0.160. (4) The reactants are [CH3:1][N:2]1[C:14]2[C:13](=[O:15])[C:12]3[CH:11]=[C:10]([CH3:16])[CH:9]=[CH:8][C:7]=3[N:6]([CH2:17][C:18]#[N:19])[C:5]=2[CH:4]=[N:3]1.[OH-:20].[K+].O. The catalyst is CC(O)(C)C. The product is [CH3:1][N:2]1[C:14]2[C:13](=[O:15])[C:12]3[CH:11]=[C:10]([CH3:16])[CH:9]=[CH:8][C:7]=3[N:6]([CH2:17][C:18]([NH2:19])=[O:20])[C:5]=2[CH:4]=[N:3]1. The yield is 0.590. (5) The reactants are [CH3:1][O:2][C:3]1[CH:4]=[C:5]([C:11]2[S:15][C:14]3=[N:16][CH:17]=[C:18](I)[N:13]3[N:12]=2)[CH:6]=[CH:7][C:8]=1[O:9][CH3:10].[C:20]([N:27]1[CH2:32][CH2:31][N:30]([C:33]2[N:38]=[CH:37][C:36](B3OC(C)(C)C(C)(C)O3)=[CH:35][N:34]=2)[CH2:29][CH2:28]1)([O:22][C:23]([CH3:26])([CH3:25])[CH3:24])=[O:21].C([O-])([O-])=O.[Na+].[Na+]. The catalyst is O1CCOCC1. The product is [C:23]([O:22][C:20]([N:27]1[CH2:32][CH2:31][N:30]([C:33]2[N:34]=[CH:35][C:36]([C:18]3[N:13]4[C:14]([S:15][C:11]([C:5]5[CH:6]=[CH:7][C:8]([O:9][CH3:10])=[C:3]([O:2][CH3:1])[CH:4]=5)=[N:12]4)=[N:16][CH:17]=3)=[CH:37][N:38]=2)[CH2:29][CH2:28]1)=[O:21])([CH3:26])([CH3:24])[CH3:25]. The yield is 1.00. (6) The reactants are [CH3:1][O:2][C:3]1[CH:4]=[C:5]([CH:8]=[CH:9][C:10]=1[O:11][CH2:12][C:13]1[C:14]([CH3:24])=[N:15][N:16]([C:18]2[CH:23]=[CH:22][CH:21]=[CH:20][N:19]=2)[CH:17]=1)[CH:6]=[O:7].C(O)C.[BH4-].[Na+].O. The catalyst is O1CCCC1. The product is [CH3:1][O:2][C:3]1[CH:4]=[C:5]([CH2:6][OH:7])[CH:8]=[CH:9][C:10]=1[O:11][CH2:12][C:13]1[C:14]([CH3:24])=[N:15][N:16]([C:18]2[CH:23]=[CH:22][CH:21]=[CH:20][N:19]=2)[CH:17]=1. The yield is 0.690. (7) The reactants are [CH3:1][N:2]1[C:6]([CH:7]=O)=[CH:5][N:4]=[CH:3]1.[NH:9]1[CH:13]=[CH:12][CH:11]=[CH:10]1. The catalyst is C(O)(=O)CC. The product is [CH3:1][N:2]1[C:6]([C:7]2[C:13]3[NH:9][C:10]([C:7]([C:6]4[N:2]([CH3:1])[CH:3]=[N:4][CH:5]=4)=[C:10]4[N:9]=[C:13]([C:7]([C:6]5[N:2]([CH3:1])[CH:3]=[N:4][CH:5]=5)=[C:10]5[NH:9][C:13](=[C:7]([C:6]6[N:2]([CH3:1])[CH:3]=[N:4][CH:5]=6)[C:10]6[CH:11]=[CH:12][C:13]=2[N:9]=6)[CH:12]=[CH:11]5)[CH:12]=[CH:11]4)=[CH:11][CH:12]=3)=[CH:5][N:4]=[CH:3]1. The yield is 0.210.